This data is from NCI-60 drug combinations with 297,098 pairs across 59 cell lines. The task is: Regression. Given two drug SMILES strings and cell line genomic features, predict the synergy score measuring deviation from expected non-interaction effect. Drug 1: C1=NC2=C(N=C(N=C2N1C3C(C(C(O3)CO)O)O)F)N. Drug 2: CC1=C(C(CCC1)(C)C)C=CC(=CC=CC(=CC(=O)O)C)C. Cell line: CCRF-CEM. Synergy scores: CSS=41.7, Synergy_ZIP=-1.51, Synergy_Bliss=-2.15, Synergy_Loewe=-25.4, Synergy_HSA=-2.06.